This data is from Experimentally validated miRNA-target interactions with 360,000+ pairs, plus equal number of negative samples. The task is: Binary Classification. Given a miRNA mature sequence and a target amino acid sequence, predict their likelihood of interaction. (1) The miRNA is hsa-miR-192-5p with sequence CUGACCUAUGAAUUGACAGCC. The protein sequence of the target gene is MNGFTPDEMSRGGDAAAAVAAVVAAAAAAASAGNGTGAGTGAEVPGAGAVSAAGPPGAAGPGPGQLCCLREDGERCGRAAGNASFSKRIQKSISQKKVKIELDKSARHLYICDYHKNLIQSVRNRRKRKGSDDDGGDSPVQDIDTPEVDLYQLQVNTLRRYKRHFKLPTRPGLNKAQLVEIVGCHFRSIPVNEKDTLTYFIYSVKNDKNKSDLKVDSGVH. Result: 1 (interaction). (2) The miRNA is mmu-miR-466k with sequence UGUGUGUGUACAUGUACAUGUGA. The protein sequence of the target gene is MESRAYPLNLTLKEEQKEEEVEIQELEDGPIDMQKVQICSEGAWVPALFDEVAIYFSDEEWEVLTEQQKALYREVMRMNYETVLSLEFPFPKPDMINRLERDEECPNSDEWRLQGVTFAENEESDFRTPDWASPTNATSHFPQPQPFNSFGLRLPQDITELPEWTEGYPFYMAMGFPGYDLSADDLASKFQFSRGMRRSYDAGFKLMVVEYAESTNNCQAAKQFGVLEKNVRDWRKVKPQLQNAHAMRRAFRGPKNGRFALVDQRVAEYVRYMQAKGDPITREAMQLKALEIAQEMNIPE.... Result: 1 (interaction). (3) The miRNA is hsa-miR-7846-3p with sequence CAGCGGAGCCUGGAGAGAAGG. The protein sequence of the target gene is MFSWLKRGGARGQQPEAIRTVTSALKELYRTKLLPLEEHYRFGAFHSPALEDADFDGKPMVLVAGQYSTGKTSFIQYLLEQEVPGSRVGPEPTTDCFVAVMHGDTEGTVPGNALVVDPDKPFRKLNPFGNTFLNRFMCAQLPNQVLESISIIDTPGILSGAKQRVSRGYDFPAVLRWFAERVDLIILLFDAHKLEISDEFSEAIGALRGHEDKIRVVLNKADMVETQQLMRVYGALMWALGKVVGTPEVLRVYIGSFWSQPLLVPDNRRLFELEEQDLFRDIQGLPRHAALRKLNDLVKR.... Result: 1 (interaction). (4) The miRNA is mmu-miR-3087-3p with sequence UAACUCACUGUCAUGUCCUCA. The protein sequence of the target gene is MSKAAGGSAPAAESCPSAPAGASTPTGVDDLSKVTDEELLQWSKEELIRSLRRAEAEKVSAMLDHSNLIREVNRRLQLHLGEIRGLKDINQKLQEDNQELRDLCCFLDDDRQKGKRVSREWQRLGRYTAGVMHKEVALYLQKLKELEVKQEEVVKENMELKELCMLLDEEKGVGCAGSRCSIDSQASLCQLVASATPYVRDVGDGSSTSSTGSTDSPDHHKHHASGGSPEHLQKPRSEGSPEHTKHRSTSPEHLHKPRASGTPDHSKALKGPSPEHHKPLCKGSPEQQRHPHPGSSPEVL.... Result: 1 (interaction). (5) The miRNA is hsa-miR-1250-3p with sequence ACAUUUUCCAGCCCAUUCA. The protein sequence of the target gene is MRSAARRGRAAPAARDSLPVLLFLCLLLKTCEPKTANAFKPNILLIMADDLGTGDLGCYGNNTLRTPNIDQLAEEGVRLTQHLAAAPLCTPSRAAFLTGRHSFRSGMDASNGYRALQWNAGSGGLPENETTFARILQQHGYATGLIGKWHQGVNCASRGDHCHHPLNHGFDYFYGMPFTLTNDCDPGRPPEVDAALRAQLWGYTQFLALGILTLAAGQTCGFFSVSARAVTGMAGVGCLFFISWYSSFGFVRRWNCILMRNHDVTEQPMVLEKTASLMLKEAVSYIERHKHGPFLLFLSL.... Result: 1 (interaction). (6) The miRNA is hsa-miR-8060 with sequence CCAUGAAGCAGUGGGUAGGAGGAC. The protein sequence of the target gene is MASQEFEVEAIVDKRQDKNGNTQYLVRWKGYDKQDDTWEPEQHLMNCEKCVHDFNRRQTEKQKKLTWTTTSRIFSNNARRRTSRSTKANYSKNSPKTPVTDKHHRSKNCKLFAASKNVRRKAASTLSDTKNMEIINSTIETLAPDSPFDHKKTVSGFQKLEKLDPIAADQQDTVVFKVTEGKLLRDPLSHPGAEQTGIQNKTQMHPLMSQMSGSVTASMATGSATRKGIVVLIDPLAANGTTDMHTSVPRVKGGQRNITDDSRGQPFIKKMHFTIRLTESAITYRDIVVKKEDGFTQIVL.... Result: 0 (no interaction). (7) The miRNA is hsa-miR-8078 with sequence GGUCUAGGCCCGGUGAGAGACUC. The protein sequence of the target gene is MGCDRNCGLIAGAVIGAVLAVFGGILMPVGDMLIEKTIKREVVLEEGTTAFKNWVKTGTTVYRQFWIFDVQNPDDVAKNSSKIKVKQRGPYTYRVRYLAKENITQDPEDHTVSFVQPNGAIFEPSLSVGTEDDNFTVLNLAVAAAPHIYQNSFVQVVLNSLIKKSKSSMFQTRSLKELLWGYKDPFLSLVPYPISTTVGVFYPYNDTVDGVYKVFNGKDNISKVAIIESYKGKRNLSYWPSYCDMINGTDAASFPPFVEKSRTLRFFSSDICRSIYAVFGSEIDLKGIPVYRFVLPANAF.... Result: 0 (no interaction).